This data is from Full USPTO retrosynthesis dataset with 1.9M reactions from patents (1976-2016). The task is: Predict the reactants needed to synthesize the given product. The reactants are: [CH3:1][N:2]([CH2:4][C@@:5]12[CH2:17][CH2:16][CH2:15][N:6]1[C@@H](C(Cl)(Cl)Cl)[O:8][C:9]2=O)[CH3:3].[NH3:18]. Given the product [CH3:1][N:2]([CH2:4][C@@:5]1([C:9]([NH2:18])=[O:8])[CH2:17][CH2:16][CH2:15][NH:6]1)[CH3:3], predict the reactants needed to synthesize it.